This data is from Catalyst prediction with 721,799 reactions and 888 catalyst types from USPTO. The task is: Predict which catalyst facilitates the given reaction. (1) Reactant: [Cl:1][C:2]1[CH:7]=[CH:6][C:5]([N+:8]([O-])=O)=[CH:4][C:3]=1[N+:11]([O-])=O.O.O.Cl[Sn]Cl.O.C([O-])(O)=O.[Na+]. Product: [Cl:1][C:2]1[CH:7]=[CH:6][C:5]([NH2:8])=[CH:4][C:3]=1[NH2:11]. The catalyst class is: 8. (2) The catalyst class is: 16. Product: [Cl:1][C:2]1[CH:3]=[C:4]([CH:19]=[CH:20][C:21]=1[C:22]([N:27]1[CH:28]([CH3:31])[CH2:29][CH2:30][CH:26]1[CH3:25])=[O:23])[C:5]([NH:7][CH2:8][C:9]1[NH:13][C:12]2[CH:14]=[CH:15][C:16]([Cl:18])=[CH:17][C:11]=2[N:10]=1)=[O:6]. Reactant: [Cl:1][C:2]1[CH:3]=[C:4]([CH:19]=[CH:20][C:21]=1[C:22](O)=[O:23])[C:5]([NH:7][CH2:8][C:9]1[NH:13][C:12]2[CH:14]=[CH:15][C:16]([Cl:18])=[CH:17][C:11]=2[N:10]=1)=[O:6].[CH3:25][CH:26]1[CH2:30][CH2:29][CH:28]([CH3:31])[NH:27]1.CN(C(ON1N=NC2C=CC=CC1=2)=[N+](C)C)C.[B-](F)(F)(F)F.C(N(CC)CC)C. (3) Reactant: [CH3:1][C:2]([CH3:5])([O-:4])[CH3:3].[Na+].[C:7]([O:12]C)(=O)[CH:8]([CH3:10])[CH3:9].C[Si]([N-][Si](C)(C)C)(C)C.[Li+].[Cl:24][C:25]1[C:30](Cl)=[N:29][CH:28]=[CH:27][N:26]=1. Product: [Cl:24][C:25]1[C:30]([C:8]([CH3:9])([CH3:10])[C:7]([O:4][C:2]([CH3:5])([CH3:3])[CH3:1])=[O:12])=[N:29][CH:28]=[CH:27][N:26]=1. The catalyst class is: 27. (4) Reactant: [CH3:1][C:2]([O-])=O.[Na+].Br[CH:7](Br)[C:8](=O)[C:9]([F:12])([F:11])[F:10].[C:15]([O:19][C:20](=[O:37])[NH:21][C:22]1[CH:27]=[CH:26][C:25]([O:28][C:29]2[CH:30]=[N:31][C:32](C=O)=[CH:33][CH:34]=2)=[CH:24][CH:23]=1)([CH3:18])([CH3:17])[CH3:16].[OH-].[NH4+:39]. Product: [C:15]([O:19][C:20](=[O:37])[NH:21][C:22]1[CH:23]=[CH:24][C:25]([O:28][C:29]2[CH:30]=[CH:2][CH:1]=[C:33]([C:32]3[NH:31][CH:7]=[C:8]([C:9]([F:12])([F:11])[F:10])[N:39]=3)[CH:34]=2)=[CH:26][CH:27]=1)([CH3:16])([CH3:17])[CH3:18]. The catalyst class is: 6. (5) Reactant: [Cl:1][CH2:2][C:3]1[CH:8]=[CH:7][CH:6]=[CH:5][C:4]=1[CH2:9][CH2:10]OS(C)(=O)=O.CC(C)([O-])C.[K+]. Product: [Cl:1][CH2:2][C:3]1[CH:8]=[CH:7][CH:6]=[CH:5][C:4]=1[CH:9]=[CH2:10]. The catalyst class is: 28.